Dataset: Reaction yield outcomes from USPTO patents with 853,638 reactions. Task: Predict the reaction yield, written as a fraction of the theoretical maximum amount of product (1.0 means a 100% yield; for example, 0.34 means a 34% yield). (1) The reactants are [CH3:1][S:2]([CH2:5][CH2:6][CH2:7][O:8][C:9]1[CH:10]=[C:11]2[C:15](=[C:16]([NH:18][S:19]([C:22]3[CH:27]=[CH:26][CH:25]=[CH:24][N:23]=3)(=[O:21])=[O:20])[CH:17]=1)[NH:14][C:13]([C:28]([O:30][CH2:31][CH3:32])=[O:29])=[CH:12]2)(=[O:4])=[O:3].[C:33](=O)([O-])[O-].[K+].[K+].CN(C)C=O.CI. The catalyst is O. The product is [CH3:33][N:18]([S:19]([C:22]1[CH:27]=[CH:26][CH:25]=[CH:24][N:23]=1)(=[O:21])=[O:20])[C:16]1[CH:17]=[C:9]([O:8][CH2:7][CH2:6][CH2:5][S:2]([CH3:1])(=[O:4])=[O:3])[CH:10]=[C:11]2[C:15]=1[NH:14][C:13]([C:28]([O:30][CH2:31][CH3:32])=[O:29])=[CH:12]2. The yield is 0.750. (2) The yield is 0.430. The product is [CH:1]1([CH2:6][CH:7]([C:25]2[NH:24][C:26]([C:27]([O:29][CH2:30][CH3:31])=[O:28])=[C:32]([CH3:37])[CH:33]=2)[C:14]2[CH:15]=[CH:16][C:17]([S:20]([CH3:23])(=[O:22])=[O:21])=[CH:18][CH:19]=2)[CH2:5][CH2:4][CH2:3][CH2:2]1. No catalyst specified. The reactants are [CH:1]1([CH2:6][CH:7]([C:14]2[CH:19]=[CH:18][C:17]([S:20]([CH3:23])(=[O:22])=[O:21])=[CH:16][CH:15]=2)C(=O)CC(=O)C)[CH2:5][CH2:4][CH2:3][CH2:2]1.[N+:24]([CH2:26][C:27]([O:29][CH2:30][CH3:31])=[O:28])#[C-:25].[C:32]1(C)[CH:37]=CC=C[CH:33]=1. (3) The reactants are [F:1][C:2]1[C:11]2[C:6](=[C:7]([N+:12]([O-])=O)[CH:8]=[CH:9][CH:10]=2)[CH:5]=[CH:4][CH:3]=1.[CH3:15][C:16](OC(C)=O)=[O:17]. The catalyst is CC(O)=O.[Fe]. The product is [F:1][C:2]1[CH:3]=[CH:4][CH:5]=[C:6]2[C:11]=1[CH:10]=[CH:9][CH:8]=[C:7]2[NH:12][C:16](=[O:17])[CH3:15]. The yield is 0.970. (4) The reactants are CS(O)(=O)=O.[NH2:6][C:7]1[CH:21]=[CH:20][CH:19]=[CH:18][C:8]=1[C:9]([C:11]1[CH:16]=[CH:15][C:14]([F:17])=[CH:13][CH:12]=1)=[O:10].[OH-].[Na+]. The catalyst is ClC1C=CC=CC=1Cl. The product is [NH2:6][C:7]1[CH:21]=[CH:20][CH:19]=[CH:18][C:8]=1[C:9]([C:11]1[CH:16]=[CH:15][C:14]([F:17])=[CH:13][CH:12]=1)=[O:10]. The yield is 0.920. (5) The reactants are Cl[CH2:2][C:3]1[CH:4]=[C:5]([O:12][CH3:13])[C:6]2[O:10][CH2:9][O:8][C:7]=2[CH:11]=1.[C-:14]#[N:15].[Na+].O. The catalyst is CS(C)=O. The product is [CH3:13][O:12][C:5]1[C:6]2[O:10][CH2:9][O:8][C:7]=2[CH:11]=[C:3]([CH2:2][C:14]#[N:15])[CH:4]=1. The yield is 0.450.